From a dataset of Full USPTO retrosynthesis dataset with 1.9M reactions from patents (1976-2016). Predict the reactants needed to synthesize the given product. (1) The reactants are: [CH3:1][O:2][C:3]([C:5]1[CH:18]=[CH:17][C:16]2[S:15][C:14]3[C:9](=[CH:10][CH:11]=[CH:12][C:13]=3B3OC(C)(C)C(C)(C)O3)[S:8][C:7]=2[CH:6]=1)=[O:4].Cl[C:29]1[O:30][C:31]([N:36]2[CH2:41][CH2:40][O:39][CH2:38][CH2:37]2)=[CH:32][C:33](=[O:35])[CH:34]=1.C([O-])([O-])=O.[K+].[K+]. Given the product [CH3:1][O:2][C:3]([C:5]1[CH:18]=[CH:17][C:16]2[S:15][C:10]3[C:9](=[CH:14][CH:13]=[CH:12][C:11]=3[C:29]3[O:30][C:31]([N:36]4[CH2:37][CH2:38][O:39][CH2:40][CH2:41]4)=[CH:32][C:33](=[O:35])[CH:34]=3)[S:8][C:7]=2[CH:6]=1)=[O:4], predict the reactants needed to synthesize it. (2) Given the product [NH2:16][CH2:18][C:19](=[O:21])[CH2:30][C:26]1[CH:27]=[CH:28][CH:29]=[C:24]([Br:23])[CH:25]=1, predict the reactants needed to synthesize it. The reactants are: [Li+].C[Si]([N-][Si](C)(C)C)(C)C.C1COCC1.[N+:16]([CH2:18][C:19]([O:21]C)=O)#[C-].[Br:23][C:24]1[CH:25]=[C:26]([CH2:30]C(Cl)=O)[CH:27]=[CH:28][CH:29]=1. (3) The reactants are: C1(P(C2C=CC=CC=2)C2C=CC=CC=2)C=CC=CC=1.[F:20][C:21]1[CH:26]=[CH:25][C:24]([NH:27][C:28]2[N:29]([CH3:50])[C:30]3[C:39]4[C:38](=[O:40])[NH:37][C:36]([CH:41](OC(=O)C)[CH:42]=[CH2:43])=[C:35]([CH3:48])[C:34]=4[CH:33]=[CH:32][C:31]=3[N:49]=2)=[C:23]([CH3:51])[CH:22]=1.[N-:52]=[N+]=[N-].[Na+].[OH-].[NH4+]. Given the product [NH2:52][CH2:43][CH:42]=[CH:41][C:36]1[NH:37][C:38](=[O:40])[C:39]2[C:30]3[N:29]([CH3:50])[C:28]([NH:27][C:24]4[CH:25]=[CH:26][C:21]([F:20])=[CH:22][C:23]=4[CH3:51])=[N:49][C:31]=3[CH:32]=[CH:33][C:34]=2[C:35]=1[CH3:48], predict the reactants needed to synthesize it. (4) Given the product [Cl:28][C:25]1[CH:26]=[CH:27][C:22]([CH2:21][N:6]2[C:5]3[C:9](=[N:10][C:2]([C:36]#[N:37])=[N:3][C:4]=3[NH:29][C@@H:30]([CH:32]3[CH2:35][CH2:34][CH2:33]3)[CH3:31])[N:8]=[C:7]2[C:11]2[CH:16]=[C:15]([CH3:17])[CH:14]=[CH:13][C:12]=2[O:18][CH2:19][CH3:20])=[CH:23][CH:24]=1.[Cl:28][C:25]1[CH:24]=[CH:23][C:22]([CH2:21][N:6]2[C:5]3[C:9](=[N:10][C:2]([C:36]#[N:37])=[N:3][C:4]=3[NH:29][C@@H:30]([CH:32]3[CH2:33][CH2:34][CH2:35]3)[CH3:31])[N:8]=[C:7]2[C:11]2[CH:16]=[C:15]([CH3:17])[CH:14]=[CH:13][C:12]=2[OH:18])=[CH:27][CH:26]=1, predict the reactants needed to synthesize it. The reactants are: Cl[C:2]1[N:10]=[C:9]2[C:5]([N:6]([CH2:21][C:22]3[CH:27]=[CH:26][C:25]([Cl:28])=[CH:24][CH:23]=3)[C:7]([C:11]3[CH:16]=[C:15]([CH3:17])[CH:14]=[CH:13][C:12]=3[O:18][CH2:19][CH3:20])=[N:8]2)=[C:4]([NH:29][C@@H:30]([CH:32]2[CH2:35][CH2:34][CH2:33]2)[CH3:31])[N:3]=1.[C-:36]#[N:37].[Na+].O. (5) Given the product [F:30][C:9]1[CH:8]=[C:7]([C:37]2[C:32]([CH3:31])=[CH:33][C:34]([O:47][CH2:48][C:49]3([C:53]([O:55][CH2:56][CH3:57])=[O:54])[CH2:52][CH2:51][CH2:50]3)=[N:35][CH:36]=2)[CH:12]=[CH:11][C:10]=1[C:13]1[N:14]([CH2:22][O:23][CH2:24][CH2:25][Si:26]([CH3:29])([CH3:28])[CH3:27])[CH:15]=[C:16]([C:18]([F:21])([F:20])[F:19])[N:17]=1, predict the reactants needed to synthesize it. The reactants are: CN(C)C=O.Br[C:7]1[CH:12]=[CH:11][C:10]([C:13]2[N:14]([CH2:22][O:23][CH2:24][CH2:25][Si:26]([CH3:29])([CH3:28])[CH3:27])[CH:15]=[C:16]([C:18]([F:21])([F:20])[F:19])[N:17]=2)=[C:9]([F:30])[CH:8]=1.[CH3:31][C:32]1[C:37](B2OC(C)(C)C(C)(C)O2)=[CH:36][N:35]=[C:34]([O:47][CH2:48][C:49]2([C:53]([O:55][CH2:56][CH3:57])=[O:54])[CH2:52][CH2:51][CH2:50]2)[CH:33]=1.C(=O)([O-])[O-].[Na+].[Na+]. (6) Given the product [F:24][C:21]1[CH:22]=[CH:23][C:18]([CH2:17][N:10]2[CH2:9][C@H:8]([CH2:11][CH:12]([CH3:14])[CH3:13])[NH:7][C:6](=[O:15])[C@@H:5]2[CH2:1][CH:2]([CH3:4])[CH3:3])=[CH:19][C:20]=1[C:25]([F:26])([F:27])[F:28], predict the reactants needed to synthesize it. The reactants are: [CH2:1]([C@@H:5]1[NH:10][CH2:9][C@H:8]([CH2:11][CH:12]([CH3:14])[CH3:13])[NH:7][C:6]1=[O:15])[CH:2]([CH3:4])[CH3:3].Br[CH2:17][C:18]1[CH:23]=[CH:22][C:21]([F:24])=[C:20]([C:25]([F:28])([F:27])[F:26])[CH:19]=1.FC1C=CC(CN2C[C@H](CC(C)C)NC(=O)[C@@H]2CC(C)C)=C(C(F)(F)F)C=1.